This data is from Forward reaction prediction with 1.9M reactions from USPTO patents (1976-2016). The task is: Predict the product of the given reaction. Given the reactants C([O:3][C:4](=[O:43])[C:5]([O:8][C:9]1[CH:14]=[CH:13][C:12]([O:15][CH2:16][CH2:17][C:18]2[N:19]=[C:20]([C:24]3[CH:29]=[CH:28][C:27]([C:30]4[CH:35]=[CH:34][CH:33]=[CH:32][CH:31]=4)=[CH:26][CH:25]=3)[O:21][C:22]=2[CH3:23])=[CH:11][C:10]=1[CH2:36][CH:37]1[CH2:42][CH2:41][CH2:40][CH2:39][CH2:38]1)([CH3:7])[CH3:6])C.[OH-].[Na+], predict the reaction product. The product is: [C:27]1([C:30]2[CH:35]=[CH:34][CH:33]=[CH:32][CH:31]=2)[CH:26]=[CH:25][C:24]([C:20]2[O:21][C:22]([CH3:23])=[C:18]([CH2:17][CH2:16][O:15][C:12]3[CH:13]=[CH:14][C:9]([O:8][C:5]([CH3:7])([CH3:6])[C:4]([OH:43])=[O:3])=[C:10]([CH2:36][CH:37]4[CH2:38][CH2:39][CH2:40][CH2:41][CH2:42]4)[CH:11]=3)[N:19]=2)=[CH:29][CH:28]=1.